This data is from Forward reaction prediction with 1.9M reactions from USPTO patents (1976-2016). The task is: Predict the product of the given reaction. (1) Given the reactants [N:1]1[C:2]([CH2:10][OH:11])=[CH:3][N:4]2[CH2:9][CH2:8][CH2:7][CH2:6][C:5]=12, predict the reaction product. The product is: [N:1]1[C:2]([CH:10]=[O:11])=[CH:3][N:4]2[CH2:9][CH2:8][CH2:7][CH2:6][C:5]=12. (2) Given the reactants [Br:1][C:2]1[CH:3]=[C:4]([CH:9]([CH3:13])[C:10]([OH:12])=O)[CH:5]=[C:6]([Cl:8])[CH:7]=1.[CH3:14][C:15]1[CH:20]=[C:19]([C:21]2[CH:26]=[CH:25][C:24]([NH2:27])=[CH:23][CH:22]=2)[CH:18]=[CH:17][N:16]=1.CN(C(ON1N=NC2C=CC=CC1=2)=[N+](C)C)C.[B-](F)(F)(F)F, predict the reaction product. The product is: [Br:1][C:2]1[CH:3]=[C:4]([CH:9]([CH3:13])[C:10]([NH:27][C:24]2[CH:23]=[CH:22][C:21]([C:19]3[CH:18]=[CH:17][N:16]=[C:15]([CH3:14])[CH:20]=3)=[CH:26][CH:25]=2)=[O:12])[CH:5]=[C:6]([Cl:8])[CH:7]=1. (3) Given the reactants [C:1]1([C:22]2[CH:27]=[CH:26][CH:25]=[CH:24][CH:23]=2)[C:2]([C:7]([C:9]2[NH:10][C:11]3[C:16]([C:17]=2[CH2:18][C:19]([OH:21])=[O:20])=[CH:15][CH:14]=[CH:13][CH:12]=3)=[O:8])=[CH:3][CH:4]=[CH:5][CH:6]=1.[Br:28]Br.O, predict the reaction product. The product is: [C:1]1([C:22]2[CH:27]=[CH:26][CH:25]=[CH:24][CH:23]=2)[C:2]([C:7]([C:9]2[NH:10][C:11]3[C:16]([C:17]=2[CH2:18][C:19]([OH:21])=[O:20])=[CH:15][C:14]([Br:28])=[CH:13][CH:12]=3)=[O:8])=[CH:3][CH:4]=[CH:5][CH:6]=1. (4) Given the reactants [CH3:1][C:2]1([NH:22][C:23]2[N:28]=[CH:27][C:26]([C:29]([F:32])([F:31])[F:30])=[CH:25]N=2)[CH2:6][CH2:5][CH2:4][CH:3]1[NH:7][C:8]([C:10]1[C:15]([C:16]2[N:21]=[CH:20][CH:19]=[CH:18][N:17]=2)=[CH:14][CH:13]=[CH:12][N:11]=1)=[O:9].[CH3:33]C1(NC2C=CC(C(F)(F)F)=CN=2)CCCC1N.N1C=CC=NC=1C1C(C(O)=O)=NC=CC=1.C(N(CC)CC)C, predict the reaction product. The product is: [CH3:1][C:2]1([NH:22][C:23]2[CH:33]=[CH:25][C:26]([C:29]([F:30])([F:32])[F:31])=[CH:27][N:28]=2)[CH2:6][CH2:5][CH2:4][CH:3]1[NH:7][C:8]([C:10]1[C:15]([C:16]2[N:17]=[CH:18][CH:19]=[CH:20][N:21]=2)=[CH:14][CH:13]=[CH:12][N:11]=1)=[O:9].